Dataset: Full USPTO retrosynthesis dataset with 1.9M reactions from patents (1976-2016). Task: Predict the reactants needed to synthesize the given product. Given the product [N:12]1([C:2]2[CH:7]=[CH:6][C:5]([C:8](=[O:11])[CH2:9][CH3:10])=[CH:4][CH:3]=2)[CH2:15][CH2:14][CH2:13]1, predict the reactants needed to synthesize it. The reactants are: Br[C:2]1[CH:7]=[CH:6][C:5]([C:8](=[O:11])[CH2:9][CH3:10])=[CH:4][CH:3]=1.[NH:12]1[CH2:15][CH2:14][CH2:13]1.C1(P(C2C=CC=CC=2)C2C3OC4C(=CC=CC=4P(C4C=CC=CC=4)C4C=CC=CC=4)C(C)(C)C=3C=CC=2)C=CC=CC=1.CC(C)([O-])C.[Na+].